This data is from Full USPTO retrosynthesis dataset with 1.9M reactions from patents (1976-2016). The task is: Predict the reactants needed to synthesize the given product. Given the product [CH3:1][O:2][C:3](=[O:26])[CH2:4][C@H:5]1[C:9]2[CH:10]=[CH:11][C:12]([O:14][C@H:15]3[C:23]4[C:18](=[C:19]([O:25][C:29]5[CH:28]=[N:27][CH:32]=[CH:31][CH:30]=5)[CH:20]=[CH:21][C:22]=4[F:24])[CH2:17][CH2:16]3)=[CH:13][C:8]=2[O:7][CH2:6]1, predict the reactants needed to synthesize it. The reactants are: [CH3:1][O:2][C:3](=[O:26])[CH2:4][C@H:5]1[C:9]2[CH:10]=[CH:11][C:12]([O:14][C@H:15]3[C:23]4[C:18](=[C:19]([OH:25])[CH:20]=[CH:21][C:22]=4[F:24])[CH2:17][CH2:16]3)=[CH:13][C:8]=2[O:7][CH2:6]1.[N:27]1[CH:32]=[CH:31][CH:30]=[C:29](B(O)O)[CH:28]=1.